From a dataset of Full USPTO retrosynthesis dataset with 1.9M reactions from patents (1976-2016). Predict the reactants needed to synthesize the given product. (1) Given the product [CH3:14][C:10]([C:7]1[CH:8]=[CH:9][C:4]([N+:1]([O-:3])=[O:2])=[CH:5][CH:6]=1)([CH3:15])[C:11]([OH:20])=[O:12], predict the reactants needed to synthesize it. The reactants are: [N+:1]([C:4]1[CH:9]=[CH:8][C:7]([C:10]([CH3:15])([CH3:14])[C:11](N)=[O:12])=[CH:6][CH:5]=1)([O-:3])=[O:2].Cl.C1C[O:20]CC1. (2) Given the product [S:22]1[CH:23]=[CH:24][C:25]2[C:18]3[NH:17][N:16]=[C:15]([C:12]4[CH:11]=[CH:10][C:9]([NH:8][C:4]5[CH:5]=[CH:6][CH:7]=[C:2]([F:1])[CH:3]=5)=[CH:14][CH:13]=4)[C:19]=3[CH2:20][C:21]1=2, predict the reactants needed to synthesize it. The reactants are: [F:1][C:2]1[CH:3]=[C:4]([NH:8][C:9]2[CH:14]=[CH:13][C:12]([C:15]3[C:19]4[CH2:20][C:21]5[S:22][CH:23]=[CH:24][C:25]=5[C:18]=4[N:17](COCC[Si](C)(C)C)[N:16]=3)=[CH:11][CH:10]=2)[CH:5]=[CH:6][CH:7]=1.Cl.